This data is from Reaction yield outcomes from USPTO patents with 853,638 reactions. The task is: Predict the reaction yield, written as a fraction of the theoretical maximum amount of product (1.0 means a 100% yield; for example, 0.34 means a 34% yield). (1) The reactants are [NH2:1][C:2]1[C:3]([F:11])=[C:4]([CH:7]=[CH:8][C:9]=1[Cl:10])[CH2:5][NH2:6].[CH3:12][C:13]([CH3:18])([CH3:17])[C:14](Cl)=[O:15]. No catalyst specified. The product is [NH2:1][C:2]1[C:3]([F:11])=[C:4]([CH:7]=[CH:8][C:9]=1[Cl:10])[CH2:5][NH:6][C:14](=[O:15])[C:13]([CH3:18])([CH3:17])[CH3:12]. The yield is 0.360. (2) The reactants are [F:1][C:2]1[CH:10]=[C:9]2[C:5]([C:6]([C:11]3[N:12]=[C:13]4[C:19]([CH:20]=[O:21])=[CH:18][N:17]([CH2:22][O:23][CH2:24][CH2:25][Si:26]([CH3:29])([CH3:28])[CH3:27])[C:14]4=[N:15][CH:16]=3)=[N:7][NH:8]2)=[CH:4][CH:3]=1.C(=O)([O-])[O-].[Cs+].[Cs+].[CH:36]([N:49]1[CH2:52][CH:51](OS(C)(=O)=O)[CH2:50]1)([C:43]1[CH:48]=[CH:47][CH:46]=[CH:45][CH:44]=1)[C:37]1[CH:42]=[CH:41][CH:40]=[CH:39][CH:38]=1. The catalyst is CN(C=O)C. The product is [CH:36]([N:49]1[CH2:52][CH:51]([N:8]2[C:9]3[C:5](=[CH:4][CH:3]=[C:2]([F:1])[CH:10]=3)[C:6]([C:11]3[N:12]=[C:13]4[C:19]([CH:20]=[O:21])=[CH:18][N:17]([CH2:22][O:23][CH2:24][CH2:25][Si:26]([CH3:29])([CH3:28])[CH3:27])[C:14]4=[N:15][CH:16]=3)=[N:7]2)[CH2:50]1)([C:43]1[CH:44]=[CH:45][CH:46]=[CH:47][CH:48]=1)[C:37]1[CH:38]=[CH:39][CH:40]=[CH:41][CH:42]=1. The yield is 0.380.